Dataset: Catalyst prediction with 721,799 reactions and 888 catalyst types from USPTO. Task: Predict which catalyst facilitates the given reaction. (1) Reactant: [C:1]([C:4]1[CH:31]=[CH:30][C:7]([C:8]([NH:10][C:11]2[C:16]([CH3:17])=[CH:15][C:14]([C:18]([F:27])([C:23]([F:26])([F:25])[F:24])[C:19]([F:22])([F:21])[F:20])=[CH:13][C:12]=2[CH2:28][CH3:29])=[O:9])=[CH:6][CH:5]=1)(=O)[CH3:2].C([O-])(=O)C.[Na+].Cl.[NH2:38][OH:39]. Product: [CH2:28]([C:12]1[CH:13]=[C:14]([C:18]([F:27])([C:19]([F:22])([F:20])[F:21])[C:23]([F:25])([F:24])[F:26])[CH:15]=[C:16]([CH3:17])[C:11]=1[NH:10][C:8](=[O:9])[C:7]1[CH:6]=[CH:5][C:4]([C:1](=[N:38][OH:39])[CH3:2])=[CH:31][CH:30]=1)[CH3:29]. The catalyst class is: 40. (2) Reactant: [CH3:1][O:2][C:3]1[CH:8]=[CH:7][C:6]([CH2:9][C:10]([N:12]2[CH2:27][CH2:26][C:15]3([CH2:18][N:17](C(OC(C)(C)C)=O)[CH2:16]3)[CH2:14][CH2:13]2)=[O:11])=[CH:5][CH:4]=1.[ClH:28].CO. Product: [ClH:28].[CH3:1][O:2][C:3]1[CH:4]=[CH:5][C:6]([CH2:9][C:10]([N:12]2[CH2:13][CH2:14][C:15]3([CH2:18][NH:17][CH2:16]3)[CH2:26][CH2:27]2)=[O:11])=[CH:7][CH:8]=1. The catalyst class is: 12. (3) Reactant: [C:1]([CH2:3][C:4]([N:6]([CH:14]([C:16]1([CH3:19])[CH2:18][CH2:17]1)[CH3:15])[CH2:7][CH2:8][C:9]([O:11]CC)=O)=[O:5])#[N:2].CC(C)([O-])C.[K+].Cl. Product: [OH:11][C:9]1[CH2:8][CH2:7][N:6]([CH:14]([C:16]2([CH3:19])[CH2:17][CH2:18]2)[CH3:15])[C:4](=[O:5])[C:3]=1[C:1]#[N:2]. The catalyst class is: 7.